This data is from Forward reaction prediction with 1.9M reactions from USPTO patents (1976-2016). The task is: Predict the product of the given reaction. (1) Given the reactants Br[C:2]1[CH:3]=[C:4]([C:8]2([CH3:16])[N:13]=[C:12]([O:14][CH3:15])[CH2:11][O:10][CH2:9]2)[CH:5]=[CH:6][CH:7]=1.[Cl:17][C:18]1[CH:19]=[C:20](B2OC(C)(C)C(C)(C)O2)[CH:21]=[C:22]([Cl:24])[CH:23]=1.C(=O)([O-])[O-].[Na+].[Na+].C1(P(C2C=CC=CC=2)C2C=CC=CC=2)C=CC=CC=1, predict the reaction product. The product is: [Cl:17][C:18]1[CH:19]=[C:20]([C:2]2[CH:7]=[CH:6][CH:5]=[C:4]([C:8]3([CH3:16])[N:13]=[C:12]([O:14][CH3:15])[CH2:11][O:10][CH2:9]3)[CH:3]=2)[CH:21]=[C:22]([Cl:24])[CH:23]=1. (2) Given the reactants [C:1](C(N)(CCC)C(O)=O)(=O)C1C=CC=CC=1.[Cl:17][C:18]1[CH:23]=[CH:22][C:21]([C:24]2([OH:30])[CH2:29][CH2:28][NH:27][CH2:26][CH2:25]2)=[CH:20][CH:19]=1.[C:31]([NH:39][CH:40]([C:44]([OH:46])=O)[CH:41]([CH3:43])C)(=[O:38])[C:32]1[CH:37]=[CH:36][CH:35]=[CH:34][CH:33]=1.Cl.ClC1C=CC(C2CCNCC2)=CC=1, predict the reaction product. The product is: [Cl:17][C:18]1[CH:23]=[CH:22][C:21]([C:24]2([OH:30])[CH2:25][CH2:26][N:27]([C:44](=[O:46])[CH:40]([NH:39][C:31](=[O:38])[C:32]3[CH:33]=[CH:34][CH:35]=[CH:36][CH:37]=3)[CH2:41][CH2:43][CH3:1])[CH2:28][CH2:29]2)=[CH:20][CH:19]=1. (3) Given the reactants Cl[S:2](Cl)(=[O:4])=[O:3].[OH2:6].[NH3:7].[CH2:8]([N:10]([CH2:13][CH3:14])[CH2:11][CH3:12])[CH3:9].[CH2:15]1[CH2:19]O[CH2:17][CH2:16]1, predict the reaction product. The product is: [C:8]([N:10]1[CH2:13][CH2:14][CH:17]([CH2:16][C:15]2[CH:19]=[CH:17][C:16]([S:2]([NH2:7])(=[O:4])=[O:3])=[CH:15][CH:19]=2)[CH2:12][CH2:11]1)(=[O:6])[CH3:9]. (4) Given the reactants O[O:2][S:3]([O-:5])=O.[K+].CS[C:9]1[CH:14]=[CH:13][C:12]([NH:15][C:16]2[CH:25]=[C:24]([N:26]3[CH:30]=[CH:29][C:28]([C:31]([F:34])([F:33])[F:32])=[N:27]3)[C:23]3[C:18](=[CH:19][CH:20]=[CH:21][CH:22]=3)[N:17]=2)=[CH:11][CH:10]=1.[CH3:35]C(C)=O, predict the reaction product. The product is: [CH3:35][S:3]([C:9]1[CH:14]=[CH:13][C:12]([NH:15][C:16]2[CH:25]=[C:24]([N:26]3[CH:30]=[CH:29][C:28]([C:31]([F:33])([F:32])[F:34])=[N:27]3)[C:23]3[C:18](=[CH:19][CH:20]=[CH:21][CH:22]=3)[N:17]=2)=[CH:11][CH:10]=1)(=[O:5])=[O:2]. (5) The product is: [C:39]([N:37]([CH2:36][CH2:35][N:21]([CH:22]1[CH2:27][CH2:26][N:25]([C:28]2[CH:33]=[CH:32][N:31]=[C:30]([CH3:34])[CH:29]=2)[CH2:24][CH2:23]1)[C:19](=[O:20])[CH2:18][CH2:17][S:14]([C:9]1[CH:8]=[CH:7][C:6]2[C:11](=[CH:12][CH:13]=[C:4]([Cl:1])[CH:5]=2)[CH:10]=1)(=[O:16])=[O:15])[CH3:38])(=[O:41])[CH3:40]. Given the reactants [ClH:1].Cl.Cl[C:4]1[CH:5]=[C:6]2[C:11](=[CH:12][CH:13]=1)[CH:10]=[C:9]([S:14]([CH2:17][CH2:18][C:19]([N:21]([CH2:35][CH2:36][NH:37][CH3:38])[CH:22]1[CH2:27][CH2:26][N:25]([C:28]3[CH:33]=[CH:32][N:31]=[C:30]([CH3:34])[CH:29]=3)[CH2:24][CH2:23]1)=[O:20])(=[O:16])=[O:15])[CH:8]=[CH:7]2.[C:39](OC(=O)C)(=[O:41])[CH3:40].C(N(CC)CC)C, predict the reaction product.